This data is from Forward reaction prediction with 1.9M reactions from USPTO patents (1976-2016). The task is: Predict the product of the given reaction. (1) Given the reactants CC1(C)C(C)(C)OB([C:9]2[CH:10]=[C:11]([CH:14]=[O:15])[O:12][CH:13]=2)O1.Cl[C:18]1[C:19]2[CH:26]=[CH:25][NH:24][C:20]=2[N:21]=[CH:22][N:23]=1.P([O-])([O-])([O-])=O.[K+].[K+].[K+], predict the reaction product. The product is: [N:21]1[C:20]2[NH:24][CH:25]=[CH:26][C:19]=2[C:18]([C:9]2[CH:10]=[C:11]([CH:14]=[O:15])[O:12][CH:13]=2)=[N:23][CH:22]=1. (2) Given the reactants Cl[C:2]1[C:3](=[O:15])[N:4]([CH:9]([CH2:12][O:13][CH3:14])[CH2:10][CH3:11])[CH:5]=[C:6]([Cl:8])[N:7]=1.[Cl:16][C:17]1[C:18]([F:28])=[C:19]([O:26][CH3:27])[CH:20]=[C:21]2[C:25]=1[NH:24][CH2:23][CH2:22]2, predict the reaction product. The product is: [Cl:8][C:6]1[N:7]=[C:2]([N:24]2[C:25]3[C:21](=[CH:20][C:19]([O:26][CH3:27])=[C:18]([F:28])[C:17]=3[Cl:16])[CH2:22][CH2:23]2)[C:3](=[O:15])[N:4]([CH:9]([CH2:12][O:13][CH3:14])[CH2:10][CH3:11])[CH:5]=1. (3) Given the reactants [CH3:1][O:2][C:3](=[O:16])[C:4]1[CH:9]=[CH:8][C:7]([O:10][CH2:11][C:12]([OH:14])=O)=[C:6]([CH3:15])[CH:5]=1.Cl.Cl.[CH3:19][C:20]([CH3:30])([CH3:29])[CH2:21][CH2:22][N:23]1[CH2:28][CH2:27][NH:26][CH2:25][CH2:24]1, predict the reaction product. The product is: [CH3:1][O:2][C:3](=[O:16])[C:4]1[CH:9]=[CH:8][C:7]([O:10][CH2:11][C:12]([N:26]2[CH2:27][CH2:28][N:23]([CH2:22][CH2:21][C:20]([CH3:30])([CH3:29])[CH3:19])[CH2:24][CH2:25]2)=[O:14])=[C:6]([CH3:15])[CH:5]=1. (4) The product is: [F:30][C:28]([F:29])([F:31])[O:27][C:24]1[CH:23]=[CH:22][C:21]([C:20]#[C:19][CH2:18][CH2:17][CH2:16][O:15][C:13]2[CH:12]=[CH:11][CH:10]=[C:9]3[C:14]=2[N:6]([CH2:5][C:4]([OH:32])=[O:3])[CH:7]=[CH:8]3)=[CH:26][CH:25]=1. Given the reactants C([O:3][C:4](=[O:32])[CH2:5][N:6]1[C:14]2[C:9](=[CH:10][CH:11]=[CH:12][C:13]=2[O:15][CH2:16][CH2:17][CH2:18][C:19]#[C:20][C:21]2[CH:26]=[CH:25][C:24]([O:27][C:28]([F:31])([F:30])[F:29])=[CH:23][CH:22]=2)[CH:8]=[CH:7]1)C.[Li+].[OH-], predict the reaction product. (5) Given the reactants [CH3:1][O:2][C:3](=[O:13])[C:4]1[CH:9]=[CH:8][C:7]([OH:10])=[C:6]([O:11][CH3:12])[CH:5]=1.[Na+].[I-].C([O-])([O-])=O.[K+].[K+].Br[CH2:23][CH:24]1[CH2:26][CH2:25]1, predict the reaction product. The product is: [CH3:1][O:2][C:3](=[O:13])[C:4]1[CH:9]=[CH:8][C:7]([O:10][CH2:23][CH:24]2[CH2:26][CH2:25]2)=[C:6]([O:11][CH3:12])[CH:5]=1. (6) Given the reactants Br[C:2]1[CH:3]=[CH:4][C:5]2[N:6]([CH2:15][CH2:16][O:17][CH2:18][CH2:19][O:20][CH3:21])[C:7]3[C:12]([C:13]=2[CH:14]=1)=[CH:11][CH:10]=[CH:9][CH:8]=3.[Li]CCCC.C1C=CC(S(N(S(C2C=CC=CC=2)(=O)=O)[F:37])(=O)=O)=CC=1, predict the reaction product. The product is: [F:37][C:2]1[CH:3]=[CH:4][C:5]2[N:6]([CH2:15][CH2:16][O:17][CH2:18][CH2:19][O:20][CH3:21])[C:7]3[C:12]([C:13]=2[CH:14]=1)=[CH:11][CH:10]=[CH:9][CH:8]=3. (7) Given the reactants [CH3:1][N:2]1[CH2:7][CH2:6][NH:5][CH2:4][CH2:3]1.C(=O)([O-])[O-].[K+].[K+].[CH3:14][O:15][C:16]([C:18]1[CH:23]=[CH:22][C:21]([CH2:24]Br)=[CH:20][CH:19]=1)=[O:17], predict the reaction product. The product is: [CH3:1][N:2]1[CH2:7][CH2:6][N:5]([CH2:24][C:21]2[CH:22]=[CH:23][C:18]([C:16]([O:15][CH3:14])=[O:17])=[CH:19][CH:20]=2)[CH2:4][CH2:3]1. (8) Given the reactants C1(C2N=NC(NNC(=O)CC3C=C4C(=CC=3)N=CC=C4)=NC=2)C=CC=CC=1.[Br:28][C:29]1[CH:34]=[CH:33][C:32]([C:35]2[N:40]=[N:39][C:38]([NH:41][NH:42][C:43](=O)[CH2:44][O:45][C:46]3[C:55]4[C:50](=[CH:51][C:52]([O:58][CH3:59])=[C:53]([O:56][CH3:57])[CH:54]=4)[N:49]=[CH:48][CH:47]=3)=[N:37][CH:36]=2)=[CH:31][CH:30]=1, predict the reaction product. The product is: [CH3:57][O:56][C:53]1[CH:54]=[C:55]2[C:50](=[CH:51][C:52]=1[O:58][CH3:59])[N:49]=[CH:48][CH:47]=[C:46]2[O:45][CH2:44][C:43]1[N:39]2[N:40]=[C:35]([C:32]3[CH:33]=[CH:34][C:29]([Br:28])=[CH:30][CH:31]=3)[CH:36]=[N:37][C:38]2=[N:41][N:42]=1. (9) The product is: [CH3:28][N:27]1[C:23]([C:5]2[CH:6]=[C:7]([O:8][CH2:9][CH:10]3[CH2:15][CH2:14][NH:13][CH2:12][CH2:11]3)[C:2]([NH2:1])=[N:3][CH:4]=2)=[CH:24][N:25]=[N:26]1. Given the reactants [NH2:1][C:2]1[C:7]([O:8][CH2:9][CH:10]2[CH2:15][CH2:14][N:13](C(OC(C)(C)C)=O)[CH2:12][CH2:11]2)=[CH:6][C:5]([C:23]2[N:27]([CH3:28])[N:26]=[N:25][CH:24]=2)=[CH:4][N:3]=1.Cl.CCOC(C)=O.CO, predict the reaction product. (10) Given the reactants CC[O-].[Na+].[C:5]([O:13][CH2:14][CH3:15])(=[O:12])[CH2:6][C:7]([O:9][CH2:10][CH3:11])=[O:8].Br[CH2:17][CH2:18][CH:19]=[CH2:20], predict the reaction product. The product is: [CH2:14]([O:13][C:5](=[O:12])[CH:6]([CH2:20][CH2:19][CH:18]=[CH2:17])[C:7]([O:9][CH2:10][CH3:11])=[O:8])[CH3:15].